From a dataset of Forward reaction prediction with 1.9M reactions from USPTO patents (1976-2016). Predict the product of the given reaction. (1) Given the reactants [C:1](Cl)(=[O:5])[C:2](Cl)=O.[NH3:7].[C:8]1([CH3:14])[CH:13]=[CH:12][CH:11]=[CH:10][CH:9]=1, predict the reaction product. The product is: [C:8]1([CH3:14])[CH:13]=[CH:12][C:11]([C:12]2[CH:13]=[CH:8][CH:9]=[CH:10][C:2]=2[C:1]([NH2:7])=[O:5])=[CH:10][CH:9]=1. (2) Given the reactants [S:1](Cl)([C:4]1[CH:10]=[CH:9][C:7]([CH3:8])=[CH:6][CH:5]=1)(=[O:3])=[O:2].[NH2:12][C@@H:13]([C:17]([OH:19])=[O:18])[CH:14]([CH3:16])[CH3:15], predict the reaction product. The product is: [S:1]([NH:12][C@@H:13]([C:17]([OH:19])=[O:18])[CH:14]([CH3:16])[CH3:15])([C:4]1[CH:10]=[CH:9][C:7]([CH3:8])=[CH:6][CH:5]=1)(=[O:3])=[O:2]. (3) Given the reactants O[C:2]1[CH:7]=[CH:6][C:5](S(N2[CH2:16][C@H:15]3[CH2:17]C(C)(C)[C@@H:12]2[C:13](=O)[O:14]3)(=O)=O)=[CH:4][CH:3]=1.[C:22](=O)([O-])[O-].[K+].[K+].CN(C)C=O, predict the reaction product. The product is: [CH:15]([O:14][CH:13]([CH3:12])[CH3:22])([CH3:16])[CH3:17].[CH3:6][CH2:7][CH2:2][CH2:3][CH2:4][CH3:5].